Dataset: CYP2D6 inhibition data for predicting drug metabolism from PubChem BioAssay. Task: Regression/Classification. Given a drug SMILES string, predict its absorption, distribution, metabolism, or excretion properties. Task type varies by dataset: regression for continuous measurements (e.g., permeability, clearance, half-life) or binary classification for categorical outcomes (e.g., BBB penetration, CYP inhibition). Dataset: cyp2d6_veith. (1) The compound is CN1C[C@@H](CS(=O)(=O)N(C)C)C[C@H]2c3cccc4c3c(cn4C)C[C@@H]21. The result is 1 (inhibitor). (2) The molecule is C[C@@H](CSC(=N)N)C(N)=O. The result is 0 (non-inhibitor). (3) The drug is CN(C)C=O.O=C(Nc1nn[nH]n1)c1nc(-c2ccccc2)cc(=O)[nH]1. The result is 0 (non-inhibitor). (4) The molecule is CCn1c2ccccc2c2cc(/C=N/n3cn[nH]c3=S)ccc21. The result is 0 (non-inhibitor). (5) The molecule is CC(=O)NC(O)C(=O)c1ccco1. The result is 0 (non-inhibitor).